Dataset: Peptide-MHC class II binding affinity with 134,281 pairs from IEDB. Task: Regression. Given a peptide amino acid sequence and an MHC pseudo amino acid sequence, predict their binding affinity value. This is MHC class II binding data. (1) The binding affinity (normalized) is 0.454. The MHC is DRB1_0401 with pseudo-sequence DRB1_0401. The peptide sequence is GELQTVDKIDAAFKI. (2) The peptide sequence is CDPKRYFVPIFSEAV. The MHC is DRB3_0101 with pseudo-sequence DRB3_0101. The binding affinity (normalized) is 0.552. (3) The peptide sequence is YKALPVVLENARILK. The MHC is DRB5_0101 with pseudo-sequence DRB5_0101. The binding affinity (normalized) is 0.656. (4) The peptide sequence is RSWVTAGEIHAVPFG. The MHC is DRB3_0301 with pseudo-sequence DRB3_0301. The binding affinity (normalized) is 0.625. (5) The peptide sequence is CAKSMSLFEVDQTKI. The MHC is DRB1_0802 with pseudo-sequence DRB1_0802. The binding affinity (normalized) is 0. (6) The peptide sequence is GQEKYTDYLTVMDRY. The MHC is HLA-DQA10102-DQB10501 with pseudo-sequence HLA-DQA10102-DQB10501. The binding affinity (normalized) is 0.377. (7) The peptide sequence is EKAYFAATQFEPLAA. The MHC is HLA-DQA10101-DQB10501 with pseudo-sequence HLA-DQA10101-DQB10501. The binding affinity (normalized) is 0.542.